Dataset: Reaction yield outcomes from USPTO patents with 853,638 reactions. Task: Predict the reaction yield, written as a fraction of the theoretical maximum amount of product (1.0 means a 100% yield; for example, 0.34 means a 34% yield). The reactants are C(O[CH2:9][C@@H:10]([CH2:14][CH2:15][CH2:16][CH2:17][CH3:18])[C:11]([OH:13])=[O:12])C1C=CC=CC=1.CC[OH:21]. The catalyst is [Pd]. The product is [OH:21][CH:16]([CH2:17][CH3:18])[CH2:15][CH2:14][C@@H:10]([CH3:9])[C:11]([OH:13])=[O:12]. The yield is 0.930.